This data is from Full USPTO retrosynthesis dataset with 1.9M reactions from patents (1976-2016). The task is: Predict the reactants needed to synthesize the given product. (1) Given the product [C:9]([C:3]1[C:2]([F:1])=[CH:7][CH:6]=[CH:5][C:4]=1[O:8][C:14](=[S:15])[N:13]([CH3:17])[CH3:12])(=[O:11])[CH3:10], predict the reactants needed to synthesize it. The reactants are: [F:1][C:2]1[CH:7]=[CH:6][CH:5]=[C:4]([OH:8])[C:3]=1[C:9](=[O:11])[CH3:10].[CH3:12][N:13]([CH3:17])[C:14](Cl)=[S:15].C1N2CCN(CC2)C1. (2) Given the product [C:21]([O:20][C:18]([N:16]1[CH2:17][C@H:13]([NH:12][CH2:11][C:8]2[N:7]=[CH:6][C:5]3[O:4][CH2:3][CH2:2][O:1][C:10]=3[CH:9]=2)[CH2:14][C@H:15]1[C:25]([OH:27])=[O:26])=[O:19])([CH3:24])([CH3:22])[CH3:23], predict the reactants needed to synthesize it. The reactants are: [O:1]1[C:10]2[CH:9]=[C:8]([CH2:11][NH:12][C@H:13]3[CH2:17][N:16]([C:18]([O:20][C:21]([CH3:24])([CH3:23])[CH3:22])=[O:19])[C@H:15]([C:25]([O:27]C)=[O:26])[CH2:14]3)[N:7]=[CH:6][C:5]=2[O:4][CH2:3][CH2:2]1.[OH-].[Li+]. (3) Given the product [C:33]([NH:32][C:28]1[CH:27]=[C:26]([NH:25][C:2]2[CH:11]=[CH:10][N:9]=[C:8]3[C:3]=2[C:4]2[CH:16]=[C:15]([C:17]([NH:19][CH2:20][CH2:21][N:22]([CH3:24])[CH3:23])=[O:18])[CH:14]=[CH:13][C:5]=2[C:6](=[O:12])[NH:7]3)[CH:31]=[CH:30][CH:29]=1)(=[O:40])[C:34]1[CH:35]=[CH:36][CH:37]=[CH:38][CH:39]=1, predict the reactants needed to synthesize it. The reactants are: Cl[C:2]1[CH:11]=[CH:10][N:9]=[C:8]2[C:3]=1[C:4]1[CH:16]=[C:15]([C:17]([NH:19][CH2:20][CH2:21][N:22]([CH3:24])[CH3:23])=[O:18])[CH:14]=[CH:13][C:5]=1[C:6](=[O:12])[NH:7]2.[NH2:25][C:26]1[CH:27]=[C:28]([NH:32][C:33](=[O:40])[C:34]2[CH:39]=[CH:38][CH:37]=[CH:36][CH:35]=2)[CH:29]=[CH:30][CH:31]=1. (4) The reactants are: [Cl:1][CH:2]([Cl:5])[C:3]#[N:4].C[O-].[Na+].Cl.[CH2:10]([O:12][C:13](=[O:18])[C@H:14]([CH2:16][SH:17])N)[CH3:11].O. Given the product [Cl:1][CH:2]([Cl:5])[C:3]1[S:17][CH2:16][CH:14]([C:13]([O:12][CH2:10][CH3:11])=[O:18])[N:4]=1, predict the reactants needed to synthesize it.